Dataset: Full USPTO retrosynthesis dataset with 1.9M reactions from patents (1976-2016). Task: Predict the reactants needed to synthesize the given product. (1) Given the product [CH2:12]([C:4]1[C:3]([CH2:14][CH2:15][CH:16]([CH3:22])[CH2:17][C:18]([CH3:21])([CH3:20])[CH3:19])=[C:2]([NH2:23])[N:7]2[N:8]=[C:9]([CH3:11])[N:10]=[C:6]2[N:5]=1)[CH3:13], predict the reactants needed to synthesize it. The reactants are: Cl[C:2]1[N:7]2[N:8]=[C:9]([CH3:11])[N:10]=[C:6]2[N:5]=[C:4]([CH2:12][CH3:13])[C:3]=1[CH2:14][CH2:15][CH:16]([CH3:22])[CH2:17][C:18]([CH3:21])([CH3:20])[CH3:19].[NH3:23]. (2) Given the product [CH2:1]([N:8]1[CH2:9][CH:10]2[CH:14]([CH2:13][N:12]([C:17]3[CH:22]=[CH:21][C:20]([F:23])=[CH:19][CH:18]=3)[CH2:11]2)[CH2:15]1)[C:2]1[CH:7]=[CH:6][CH:5]=[CH:4][CH:3]=1, predict the reactants needed to synthesize it. The reactants are: [CH2:1]([N:8]1[CH2:15][CH:14]2[CH:10]([CH2:11][NH:12][CH2:13]2)[CH2:9]1)[C:2]1[CH:7]=[CH:6][CH:5]=[CH:4][CH:3]=1.Br[C:17]1[CH:22]=[CH:21][C:20]([F:23])=[CH:19][CH:18]=1.CC(C)([O-])C.[Na+].